Predict the reaction yield, written as a fraction of the theoretical maximum amount of product (1.0 means a 100% yield; for example, 0.34 means a 34% yield). From a dataset of Reaction yield outcomes from USPTO patents with 853,638 reactions. The reactants are B(Br)(Br)Br.[Br:5][C:6]1[C:15]([O:16]C)=[CH:14][CH:13]=[C:12]2[C:7]=1[CH:8]=[CH:9][C:10]([CH2:18][N:19]([CH3:32])[C:20]([C:22]1[C:30]3[C:25](=[CH:26][CH:27]=[CH:28][CH:29]=3)[N:24]([CH3:31])[CH:23]=1)=[O:21])=[CH:11]2.C(=O)=O.CC(C)=O. The catalyst is C(Cl)Cl. The product is [Br:5][C:6]1[C:15]([OH:16])=[CH:14][CH:13]=[C:12]2[C:7]=1[CH:8]=[CH:9][C:10]([CH2:18][N:19]([CH3:32])[C:20]([C:22]1[C:30]3[C:25](=[CH:26][CH:27]=[CH:28][CH:29]=3)[N:24]([CH3:31])[CH:23]=1)=[O:21])=[CH:11]2. The yield is 0.840.